This data is from Full USPTO retrosynthesis dataset with 1.9M reactions from patents (1976-2016). The task is: Predict the reactants needed to synthesize the given product. Given the product [CH3:1][NH:2][C:3](=[O:4])[C:5]1[CH:10]=[C:9]([O:11][C:12]2[CH:34]=[CH:33][C:15]3[N:16]=[C:17]([NH:19][C@H:20]4[CH2:25][CH2:24][CH2:23][NH:22][CH2:21]4)[S:18][C:14]=3[CH:13]=2)[CH:8]=[CH:7][N:6]=1, predict the reactants needed to synthesize it. The reactants are: [CH3:1][NH:2][C:3]([C:5]1[CH:10]=[C:9]([O:11][C:12]2[CH:34]=[CH:33][C:15]3[N:16]=[C:17]([NH:19][C@H:20]4[CH2:25][CH2:24][CH2:23][N:22](C(OC(C)(C)C)=O)[CH2:21]4)[S:18][C:14]=3[CH:13]=2)[CH:8]=[CH:7][N:6]=1)=[O:4].O1CCOCC1.